Dataset: Catalyst prediction with 721,799 reactions and 888 catalyst types from USPTO. Task: Predict which catalyst facilitates the given reaction. (1) Reactant: [F:1][C:2]1[CH:3]=[C:4]([C:16]2[CH:17]=[N:18][CH:19]=[C:20]([N+:23]([O-])=O)[C:21]=2[NH2:22])[CH:5]=[C:6]([CH2:8][N:9]2[CH2:14][CH2:13][N:12]([CH3:15])[CH2:11][CH2:10]2)[CH:7]=1. Product: [F:1][C:2]1[CH:3]=[C:4]([C:16]2[C:21]([NH2:22])=[C:20]([NH2:23])[CH:19]=[N:18][CH:17]=2)[CH:5]=[C:6]([CH2:8][N:9]2[CH2:10][CH2:11][N:12]([CH3:15])[CH2:13][CH2:14]2)[CH:7]=1. The catalyst class is: 19. (2) Reactant: [CH3:1][O:2][C:3]1[CH:8]=[CH:7][C:6]([C:9]2[CH:17]=[CH:16][CH:15]=[C:14]3[C:10]=2[CH2:11][C:12](=[O:18])[NH:13]3)=[CH:5][CH:4]=1.[CH3:19][C:20]1[C:24]([C:25]([N:27]2[CH2:32][CH2:31][N:30]([CH3:33])[CH2:29][CH2:28]2)=[O:26])=[C:23]([CH3:34])[NH:22][C:21]=1[CH:35]=O. Product: [CH3:19][C:20]1[C:24]([C:25]([N:27]2[CH2:28][CH2:29][N:30]([CH3:33])[CH2:31][CH2:32]2)=[O:26])=[C:23]([CH3:34])[NH:22][C:21]=1[CH:35]=[C:11]1[C:10]2[C:14](=[CH:15][CH:16]=[CH:17][C:9]=2[C:6]2[CH:7]=[CH:8][C:3]([O:2][CH3:1])=[CH:4][CH:5]=2)[NH:13][C:12]1=[O:18]. The catalyst class is: 360. (3) Reactant: N[C:2]1[C:12]2[CH2:11][CH2:10][N:9]([C:13](=[O:18])[C:14]([F:17])([F:16])[F:15])[CH2:8][CH2:7][C:6]=2[CH:5]=[CH:4][C:3]=1Cl.BrCC1C=CC=C2C=1N=CC=C2.C(=O)([O-])[O-].[Cs+].[Cs+]. Product: [F:17][C:14]([F:15])([F:16])[C:13]([N:9]1[CH2:8][CH2:7][C:6]2[CH:5]=[CH:4][CH:3]=[CH:2][C:12]=2[CH2:11][CH2:10]1)=[O:18]. The catalyst class is: 10. (4) Reactant: [CH3:1][NH2:2].F[C:4]1[C:9]([F:10])=[CH:8][C:7]([N+:11]([O-:13])=[O:12])=[CH:6][C:5]=1[CH2:14][OH:15]. Product: [F:10][C:9]1[C:4]([NH:2][CH3:1])=[C:5]([CH2:14][OH:15])[CH:6]=[C:7]([N+:11]([O-:13])=[O:12])[CH:8]=1. The catalyst class is: 16. (5) Reactant: [CH3:1][CH:2]([C:4]1[S:8][CH:7]=[C:6]([CH2:9][N:10]([C:12]([NH:14][C@H:15]([C:24]([NH:26][C@@H:27]([CH2:48][C:49]2[CH:50]=[CH:51][CH:52]=[CH:53][CH:54]=2)[CH2:28][CH2:29][C@@H:30]([NH:38][C:39]([O:41][CH2:42][C:43]2[S:47][CH:46]=[N:45][CH:44]=2)=[O:40])[CH2:31][C:32]2[CH:33]=[CH:34][CH:35]=[CH:36][CH:37]=2)=[O:25])[CH2:16][CH2:17][N:18]2[CH2:23][CH2:22][O:21][CH2:20][CH2:19]2)=[O:13])[CH3:11])[N:5]=1)[CH3:3].[CH3:55][S:56]([O-:59])(=[O:58])=[O:57]. Product: [CH3:3][CH:2]([C:4]1[S:8][CH:7]=[C:6]([CH2:9][N:10]([C:12]([NH:14][C@H:15]([C:24]([NH:26][C@@H:27]([CH2:48][C:49]2[CH:54]=[CH:53][CH:52]=[CH:51][CH:50]=2)[CH2:28][CH2:29][C@@H:30]([NH:38][C:39]([O:41][CH2:42][C:43]2[S:47][CH:46]=[N:45][CH:44]=2)=[O:40])[CH2:31][C:32]2[CH:33]=[CH:34][CH:35]=[CH:36][CH:37]=2)=[O:25])[CH2:16][CH2:17][N:18]2[CH2:23][CH2:22][O:21][CH2:20][CH2:19]2)=[O:13])[CH3:11])[N:5]=1)[CH3:1].[CH3:55][S:56]([O-:59])(=[O:58])=[O:57]. The catalyst class is: 13.